This data is from Reaction yield outcomes from USPTO patents with 853,638 reactions. The task is: Predict the reaction yield, written as a fraction of the theoretical maximum amount of product (1.0 means a 100% yield; for example, 0.34 means a 34% yield). (1) The reactants are [Br:1][C:2]1[CH:3]=[C:4]([C:8]#[C:9][C:10]2[CH:14]=[CH:13][N:12]([Si](C(C)C)(C(C)C)C(C)C)[CH:11]=2)[CH:5]=[CH:6][CH:7]=1.[O-:25]S([O-])(=O)=O.[Mg+2].C([O-])(O)=O.[Na+].[O-][Mn](=O)(=O)=O.[K+].[OH2:42]. The catalyst is CC(C)=O. The product is [Br:1][C:2]1[CH:3]=[C:4]([C:8](=[O:25])[C:9]([C:10]2[CH:14]=[CH:13][NH:12][CH:11]=2)=[O:42])[CH:5]=[CH:6][CH:7]=1. The yield is 0.420. (2) The reactants are [Br:1][C:2]1[CH:3]=[CH:4][C:5]([F:22])=[C:6]([C@@:8]([NH:15][S@](C(C)(C)C)=O)([CH2:12][CH2:13][OH:14])[CH:9]([F:11])[F:10])[CH:7]=1.Cl.C([O-])([O-])=O.[Na+].[Na+]. The catalyst is C1COCC1. The product is [NH2:15][C@@:8]([C:6]1[CH:7]=[C:2]([Br:1])[CH:3]=[CH:4][C:5]=1[F:22])([CH:9]([F:10])[F:11])[CH2:12][CH2:13][OH:14]. The yield is 0.950. (3) The reactants are [CH3:1][N:2]1[C:6]2=[CH:7][N:8]=[CH:9][CH:10]=[C:5]2[C:4](B2OC(C)(C)C(C)(C)O2)=[CH:3]1.[Br:20]C1N=CC(NC(NC2C=CC=CC=2OC)=O)=CC=1.C([O-])([O-])=O.[Cs+].[Cs+]. The catalyst is O1CCOCC1.O.C1C=CC(P(C2C=CC=CC=2)[C-]2C=CC=C2)=CC=1.C1C=CC(P(C2C=CC=CC=2)[C-]2C=CC=C2)=CC=1.Cl[Pd]Cl.[Fe+2]. The product is [Br:20][C:4]1[C:5]2[C:6](=[CH:7][N:8]=[CH:9][CH:10]=2)[N:2]([CH3:1])[CH:3]=1. The yield is 0.690. (4) The reactants are [Cl-].O[NH3+:3].[C:4](=[O:7])([O-])[OH:5].[Na+].CS(C)=O.[CH:13]([O:16][C:17]1[CH:22]=[CH:21][C:20]([N:23]2[C:28](=[O:29])[C:27]([CH2:30][C:31]3[CH:36]=[CH:35][C:34]([C:37]4[C:38]([C:43]#[N:44])=[CH:39][CH:40]=[CH:41][CH:42]=4)=[CH:33][CH:32]=3)=[C:26]([CH2:45][CH2:46][CH3:47])[N:25]=[C:24]2[CH3:48])=[CH:19][C:18]=1[CH3:49])([CH3:15])[CH3:14]. The catalyst is O.C(OCC)(=O)C. The product is [CH:13]([O:16][C:17]1[CH:22]=[CH:21][C:20]([N:23]2[C:28](=[O:29])[C:27]([CH2:30][C:31]3[CH:36]=[CH:35][C:34]([C:37]4[CH:42]=[CH:41][CH:40]=[CH:39][C:38]=4[C:43]4[NH:3][C:4](=[O:7])[O:5][N:44]=4)=[CH:33][CH:32]=3)=[C:26]([CH2:45][CH2:46][CH3:47])[N:25]=[C:24]2[CH3:48])=[CH:19][C:18]=1[CH3:49])([CH3:14])[CH3:15]. The yield is 0.730. (5) The product is [Cl:60][C:57]1[CH:56]=[CH:55][C:54]([CH2:53][NH:8][CH2:9][C:10]([C@:12]23[CH2:48][C:47](=[O:49])[C:46]([CH:50]([CH3:51])[CH3:52])=[C:13]2[C@@H:14]2[C@@:27]([CH3:30])([CH2:28][CH2:29]3)[C@@:26]3([CH3:31])[C@@H:17]([C@:18]4([CH3:45])[C@@H:23]([CH2:24][CH2:25]3)[C:22]([CH3:32])([CH3:33])[C@@H:21]([O:34][C:35](=[O:44])[CH2:36][C:37]([CH3:42])([CH3:43])[CH2:38][C:39]([OH:41])=[O:40])[CH2:20][CH2:19]4)[CH2:16][CH2:15]2)=[O:11])=[CH:59][CH:58]=1. The catalyst is ClCCl. The yield is 0.810. The reactants are C(OC([N:8]([CH2:53][C:54]1[CH:59]=[CH:58][C:57]([Cl:60])=[CH:56][CH:55]=1)[CH2:9][C:10]([C@:12]12[CH2:48][C:47](=[O:49])[C:46]([CH:50]([CH3:52])[CH3:51])=[C:13]1[C@@H:14]1[C@@:27]([CH3:30])([CH2:28][CH2:29]2)[C@@:26]2([CH3:31])[C@@H:17]([C@:18]3([CH3:45])[C@@H:23]([CH2:24][CH2:25]2)[C:22]([CH3:33])([CH3:32])[C@@H:21]([O:34][C:35](=[O:44])[CH2:36][C:37]([CH3:43])([CH3:42])[CH2:38][C:39]([OH:41])=[O:40])[CH2:20][CH2:19]3)[CH2:16][CH2:15]1)=[O:11])=O)(C)(C)C.FC(F)(F)C(O)=O. (6) The catalyst is CO.O. The product is [C:1]([C:3]1[CH:4]=[C:5]([CH:10]=[CH:11][C:12]=1[O:13][CH:14]([CH3:16])[CH3:15])[C:6]([O:8][C:9]1[C:29]([F:30])=[C:28]([F:31])[C:27]([F:32])=[C:26]([F:33])[C:25]=1[F:34])=[O:7])#[N:2]. The reactants are [C:1]([C:3]1[CH:4]=[C:5]([CH:10]=[CH:11][C:12]=1[O:13][CH:14]([CH3:16])[CH3:15])[C:6]([O:8][CH3:9])=[O:7])#[N:2].[OH-].[Na+].FC(F)(F)C(OC1[C:29]([F:30])=[C:28]([F:31])[C:27]([F:32])=[C:26]([F:33])[C:25]=1[F:34])=O.C(N(CC)CC)C. The yield is 0.835. (7) The reactants are C[Al](C)C.[F:5][C:6]([F:10])([F:9])[CH2:7][NH2:8].C[O:12][C:13](=O)[C:14]1[CH:19]=[CH:18][C:17]([O:20][CH2:21][C:22]2[C:23]([C:28]3[CH:33]=[CH:32][C:31]([F:34])=[C:30]([F:35])[CH:29]=3)=[N:24][O:25][C:26]=2[CH3:27])=[N:16][CH:15]=1.O. The catalyst is O1CCOCC1. The product is [F:35][C:30]1[CH:29]=[C:28]([C:23]2[C:22]([CH2:21][O:20][C:17]3[CH:18]=[CH:19][C:14]([C:13]([NH:8][CH2:7][C:6]([F:10])([F:9])[F:5])=[O:12])=[CH:15][N:16]=3)=[C:26]([CH3:27])[O:25][N:24]=2)[CH:33]=[CH:32][C:31]=1[F:34]. The yield is 0.630.